This data is from Reaction yield outcomes from USPTO patents with 853,638 reactions. The task is: Predict the reaction yield, written as a fraction of the theoretical maximum amount of product (1.0 means a 100% yield; for example, 0.34 means a 34% yield). (1) The reactants are [CH:1]1([CH2:4][N:5]2[CH:9]=[CH:8][C:7]([C:10]3[CH:17]=[CH:16][C:13]([C:14]#[N:15])=[CH:12][CH:11]=3)=[N:6]2)[CH2:3][CH2:2]1. The catalyst is CO.Cl.[Pd]. The product is [CH:1]1([CH2:4][N:5]2[CH:9]=[CH:8][C:7]([C:10]3[CH:11]=[CH:12][C:13]([CH2:14][NH2:15])=[CH:16][CH:17]=3)=[N:6]2)[CH2:3][CH2:2]1. The yield is 0.800. (2) The reactants are [CH3:1][N:2]1[CH2:7][CH2:6][N:5]2[N:8]=[C:9]([NH2:11])[N:10]=[C:4]2[CH2:3]1.[C:12]([O:15][CH2:16][C:17]1[C:18]([N:32]2[CH2:44][CH2:43][N:35]3[C:36]4[CH2:37][CH2:38][CH2:39][CH2:40][C:41]=4[CH:42]=[C:34]3[C:33]2=[O:45])=[N:19][CH:20]=[CH:21][C:22]=1[C:23]1[CH:28]=[C:27](Br)[C:26](=[O:30])[N:25]([CH3:31])[CH:24]=1)(=[O:14])[CH3:13].C(=O)([O-])[O-].[Cs+].[Cs+].CC1(C)C2C(=C(P(C3C=CC=CC=3)C3C=CC=CC=3)C=CC=2)OC2C(P(C3C=CC=CC=3)C3C=CC=CC=3)=CC=CC1=2. The catalyst is C1C=CC(/C=C/C(/C=C/C2C=CC=CC=2)=O)=CC=1.C1C=CC(/C=C/C(/C=C/C2C=CC=CC=2)=O)=CC=1.C1C=CC(/C=C/C(/C=C/C2C=CC=CC=2)=O)=CC=1.[Pd].[Pd].CN(C=O)C. The product is [C:12]([O:15][CH2:16][C:17]1[C:18]([N:32]2[CH2:44][CH2:43][N:35]3[C:36]4[CH2:37][CH2:38][CH2:39][CH2:40][C:41]=4[CH:42]=[C:34]3[C:33]2=[O:45])=[N:19][CH:20]=[CH:21][C:22]=1[C:23]1[CH:28]=[C:27]([NH:11][C:9]2[N:10]=[C:4]3[CH2:3][N:2]([CH3:1])[CH2:7][CH2:6][N:5]3[N:8]=2)[C:26](=[O:30])[N:25]([CH3:31])[CH:24]=1)(=[O:14])[CH3:13]. The yield is 0.410.